Dataset: Full USPTO retrosynthesis dataset with 1.9M reactions from patents (1976-2016). Task: Predict the reactants needed to synthesize the given product. (1) The reactants are: [Cl:1][C:2]1[CH:7]=[N:6][CH:5]=[C:4]([Sn](CCCC)(CCCC)CCCC)[N:3]=1.[Cl:21][C:22]1[CH:27]=[CH:26][CH:25]=[C:24]([F:28])[C:23]=1[C:29]1[CH:30]=[C:31]2[C:35](=[CH:36][CH:37]=1)[N:34]([S:38]([C:41]1[CH:47]=[CH:46][C:44]([CH3:45])=[CH:43][CH:42]=1)(=[O:40])=[O:39])[CH:33]=[C:32]2I. Given the product [Cl:21][C:22]1[CH:27]=[CH:26][CH:25]=[C:24]([F:28])[C:23]=1[C:29]1[CH:30]=[C:31]2[C:35](=[CH:36][CH:37]=1)[N:34]([S:38]([C:41]1[CH:42]=[CH:43][C:44]([CH3:45])=[CH:46][CH:47]=1)(=[O:39])=[O:40])[CH:33]=[C:32]2[C:4]1[CH:5]=[N:6][CH:7]=[C:2]([Cl:1])[N:3]=1, predict the reactants needed to synthesize it. (2) Given the product [CH:1]1([C:4]2[CH:5]=[C:6]([CH2:21][N:22]3[CH2:27][CH2:26][CH:25]([N:28]4[CH:33]=[CH:32][C:31]([C:34]([OH:36])=[O:35])=[CH:30][C:29]4=[O:38])[CH2:24][CH2:23]3)[C:7]([O:17][CH:18]([CH3:19])[CH3:20])=[N:8][C:9]=2[C:10]2[CH:15]=[CH:14][C:13]([F:16])=[CH:12][CH:11]=2)[CH2:3][CH2:2]1, predict the reactants needed to synthesize it. The reactants are: [CH:1]1([C:4]2[CH:5]=[C:6]([CH2:21][N:22]3[CH2:27][CH2:26][CH:25]([N:28]4[CH:33]=[CH:32][C:31]([C:34]([O:36]C)=[O:35])=[CH:30][C:29]4=[O:38])[CH2:24][CH2:23]3)[C:7]([O:17][CH:18]([CH3:20])[CH3:19])=[N:8][C:9]=2[C:10]2[CH:15]=[CH:14][C:13]([F:16])=[CH:12][CH:11]=2)[CH2:3][CH2:2]1.[OH-].[Na+].Cl. (3) Given the product [CH3:14][Si:2]([CH3:13])([CH3:1])[C:3]#[C:4][CH:5]([O:6][CH:7]1[CH2:12][CH2:11][CH2:10][CH2:9][O:8]1)[CH2:16]/[CH:17]=[CH:18]\[CH2:19][CH2:20][CH3:21], predict the reactants needed to synthesize it. The reactants are: [CH3:1][Si:2]([CH3:14])([CH3:13])[C:3]#[C:4][CH2:5][O:6][CH:7]1[CH2:12][CH2:11][CH2:10][CH2:9][O:8]1.Br[CH2:16]/[CH:17]=[CH:18]\[CH2:19][CH2:20][CH3:21]. (4) The reactants are: C([O:4][C@@H:5]1[C@@H:13]([CH2:14][O:15]C(=O)C)[O:12][C@H:11]2[C@H:7]([N:8]=[C:9]([NH:19][C:20](=[O:24])/[CH:21]=[CH:22]/[CH3:23])[S:10]2)[C@H:6]1[O:25]C(=O)C)(=O)C.C[O-].[Na+]. Given the product [OH:4][C@@H:5]1[C@@H:13]([CH2:14][OH:15])[O:12][C@H:11]2[C@H:7]([N:8]=[C:9]([NH:19][C:20](=[O:24])/[CH:21]=[CH:22]/[CH3:23])[S:10]2)[C@H:6]1[OH:25], predict the reactants needed to synthesize it. (5) Given the product [C:1]([O:5][C:6]([NH:8][C:9]1[O:17][C:16]2[C:11](=[N:12][CH:13]=[C:14]([CH:18]3[CH2:19][CH2:20]3)[CH:15]=2)[C:10]=1[C:21]([OH:23])=[O:22])=[O:7])([CH3:4])([CH3:2])[CH3:3], predict the reactants needed to synthesize it. The reactants are: [C:1]([O:5][C:6]([NH:8][C:9]1[O:17][C:16]2[C:11](=[N:12][CH:13]=[C:14]([CH:18]3[CH2:20][CH2:19]3)[CH:15]=2)[C:10]=1[C:21]([O:23]CC)=[O:22])=[O:7])([CH3:4])([CH3:3])[CH3:2].O[Li].O. (6) Given the product [Cl:23][C:19]1[CH:18]=[C:17]([C:14]2[CH:15]=[CH:16][C:11]([CH2:10][C@@H:3]([NH:2][C:25](=[O:31])[C:26]([O:28][CH2:29][CH3:30])=[O:27])[CH2:4][C:5]([O:7][CH2:8][CH3:9])=[O:6])=[CH:12][CH:13]=2)[CH:22]=[CH:21][CH:20]=1, predict the reactants needed to synthesize it. The reactants are: Cl.[NH2:2][C@H:3]([CH2:10][C:11]1[CH:16]=[CH:15][C:14]([C:17]2[CH:22]=[CH:21][CH:20]=[C:19]([Cl:23])[CH:18]=2)=[CH:13][CH:12]=1)[CH2:4][C:5]([O:7][CH2:8][CH3:9])=[O:6].Cl[C:25](=[O:31])[C:26]([O:28][CH2:29][CH3:30])=[O:27].